This data is from Full USPTO retrosynthesis dataset with 1.9M reactions from patents (1976-2016). The task is: Predict the reactants needed to synthesize the given product. (1) Given the product [C:62]([C:59]1[CH:58]=[CH:57][C:56]([C:55]([NH:54][C@@H:41]([CH2:40][C:37]2[CH:36]=[CH:35][C:34]([C:31]3[N:30]=[CH:29][C:28]([C:5]4[CH:6]=[CH:7][C:2]([OH:1])=[CH:3][CH:4]=4)=[CH:33][N:32]=3)=[CH:39][CH:38]=2)[C:42]([NH:44][C@@H:45]([C:47]([O:49][C:50]([CH3:53])([CH3:51])[CH3:52])=[O:48])[CH3:46])=[O:43])=[O:66])=[CH:61][CH:60]=1)([CH3:63])([CH3:64])[CH3:65], predict the reactants needed to synthesize it. The reactants are: [OH:1][C:2]1[CH:7]=[CH:6][C:5](B(O)O)=[CH:4][CH:3]=1.O.O.O.O.O.O.O.O.O.O.C(=O)([O-])[O-].[Na+].[Na+].Br[C:28]1[CH:29]=[N:30][C:31]([C:34]2[CH:39]=[CH:38][C:37]([CH2:40][C@H:41]([NH:54][C:55](=[O:66])[C:56]3[CH:61]=[CH:60][C:59]([C:62]([CH3:65])([CH3:64])[CH3:63])=[CH:58][CH:57]=3)[C:42]([NH:44][C@@H:45]([C:47]([O:49][C:50]([CH3:53])([CH3:52])[CH3:51])=[O:48])[CH3:46])=[O:43])=[CH:36][CH:35]=2)=[N:32][CH:33]=1.C1COCC1. (2) Given the product [F:1][C:2]1[CH:3]=[C:4]([CH:9]=[CH:10][C:11]=1[C:12]1[CH:13]=[N:14][C:15]2[N:16]([C:18]([C:21]3([C:24]4[CH:25]=[C:26]5[C:31](=[CH:32][CH:33]=4)[N:30]=[CH:29][CH:28]=[CH:27]5)[CH2:23][CH2:22]3)=[CH:19][N:20]=2)[CH:17]=1)[C:5]([OH:7])=[O:6], predict the reactants needed to synthesize it. The reactants are: [F:1][C:2]1[CH:3]=[C:4]([CH:9]=[CH:10][C:11]=1[C:12]1[CH:13]=[N:14][C:15]2[N:16]([C:18]([C:21]3([C:24]4[CH:25]=[C:26]5[C:31](=[CH:32][CH:33]=4)[N:30]=[CH:29][CH:28]=[CH:27]5)[CH2:23][CH2:22]3)=[CH:19][N:20]=2)[CH:17]=1)[C:5]([O:7]C)=[O:6].[OH-].[Li+]. (3) The reactants are: [Cl:1][C:2]1[C:7]([CH3:8])=[C:6]([N+:9]([O-])=O)[CH:5]=[CH:4][C:3]=1[CH3:12].ClC1C(C)=CC([N+]([O-])=O)=CC=1C.Cl[Sn]Cl.[OH-].[Na+]. Given the product [Cl:1][C:2]1[C:7]([CH3:8])=[C:6]([CH:5]=[CH:4][C:3]=1[CH3:12])[NH2:9], predict the reactants needed to synthesize it. (4) Given the product [Cl:1][C:2]1[CH:19]=[CH:18][C:5]([CH2:6][N:7]2[C:15]3[C:10](=[CH:11][C:12]([CH:16]=[C:29]4[S:28][C:27]([N:30]5[CH2:31][CH2:32][CH:33]([C:36]([NH:38][S:39]([N:42]6[CH2:46][CH2:45][CH2:44][CH2:43]6)(=[O:41])=[O:40])=[O:37])[CH2:34][CH2:35]5)=[N:26][C:25]4=[O:24])=[CH:13][CH:14]=3)[CH:9]=[N:8]2)=[C:4]([C:20]([F:21])([F:23])[F:22])[CH:3]=1, predict the reactants needed to synthesize it. The reactants are: [Cl:1][C:2]1[CH:19]=[CH:18][C:5]([CH2:6][N:7]2[C:15]3[C:10](=[CH:11][C:12]([CH:16]=O)=[CH:13][CH:14]=3)[CH:9]=[N:8]2)=[C:4]([C:20]([F:23])([F:22])[F:21])[CH:3]=1.[O:24]=[C:25]1[CH2:29][S:28][C:27]([N:30]2[CH2:35][CH2:34][CH:33]([C:36]([NH:38][S:39]([N:42]3[CH2:46][CH2:45][CH2:44][CH2:43]3)(=[O:41])=[O:40])=[O:37])[CH2:32][CH2:31]2)=[N:26]1. (5) Given the product [CH3:13][CH:12]([O:11][C:7]1[CH:6]=[C:5]([C:3](=[O:4])[CH2:2][O:30][C:27]2[CH:26]=[CH:25][C:24]([C:22]3[O:21][N:20]=[C:19]([O:18][CH2:17][O:16][CH3:15])[CH:23]=3)=[CH:29][CH:28]=2)[CH:10]=[CH:9][CH:8]=1)[CH3:14], predict the reactants needed to synthesize it. The reactants are: Br[CH2:2][C:3]([C:5]1[CH:10]=[CH:9][CH:8]=[C:7]([O:11][CH:12]([CH3:14])[CH3:13])[CH:6]=1)=[O:4].[CH3:15][O:16][CH2:17][O:18][C:19]1[CH:23]=[C:22]([C:24]2[CH:29]=[CH:28][C:27]([OH:30])=[CH:26][CH:25]=2)[O:21][N:20]=1.C(=O)([O-])[O-].[K+].[K+].